From a dataset of Forward reaction prediction with 1.9M reactions from USPTO patents (1976-2016). Predict the product of the given reaction. (1) Given the reactants [Cl:1][C:2]1[CH:3]=[C:4]([C@H:9]([CH2:21][CH:22]=O)[CH2:10][N:11]([CH3:20])[C:12](=[O:19])[C:13]2[CH:18]=[CH:17][CH:16]=[CH:15][CH:14]=2)[CH:5]=[CH:6][C:7]=1[Cl:8].Cl.[CH3:25][N:26]([CH3:41])[C:27]([C:29]1([CH:35]2[CH2:40][CH2:39][CH2:38][CH2:37][CH2:36]2)[CH2:34][CH2:33][NH:32][CH2:31][CH2:30]1)=[O:28].C([O-])(=O)C.[Na+].C(O[BH-](OC(=O)C)OC(=O)C)(=O)C.[Na+], predict the reaction product. The product is: [C:12]([N:11]([CH3:20])[CH2:10][C@H:9]([C:4]1[CH:5]=[CH:6][C:7]([Cl:8])=[C:2]([Cl:1])[CH:3]=1)[CH2:21][CH2:22][N:32]1[CH2:31][CH2:30][C:29]([CH:35]2[CH2:40][CH2:39][CH2:38][CH2:37][CH2:36]2)([C:27]([N:26]([CH3:41])[CH3:25])=[O:28])[CH2:34][CH2:33]1)(=[O:19])[C:13]1[CH:14]=[CH:15][CH:16]=[CH:17][CH:18]=1. (2) Given the reactants [F:1][C:2]([F:25])([F:24])[C:3]([N:5]1[CH2:11][CH2:10][C:9]2[CH:12]=[C:13]([C:16]#[C:17][CH2:18][CH2:19][CH2:20][CH2:21][CH2:22][CH3:23])[CH:14]=[CH:15][C:8]=2[CH2:7][CH2:6]1)=[O:4].C(C1C=C2C(=CC=1)NC=C2)#CCCCCCC, predict the reaction product. The product is: [F:25][C:2]([F:1])([F:24])[C:3]([N:5]1[CH2:11][CH2:10][C:9]2[CH:12]=[C:13]([CH2:16][CH2:17][CH2:18][CH2:19][CH2:20][CH2:21][CH2:22][CH3:23])[CH:14]=[CH:15][C:8]=2[CH2:7][CH2:6]1)=[O:4].